Dataset: Full USPTO retrosynthesis dataset with 1.9M reactions from patents (1976-2016). Task: Predict the reactants needed to synthesize the given product. Given the product [Cl:33][C:27]1[CH:28]=[C:29]([Cl:32])[CH:30]=[CH:31][C:26]=1[C:24]1[N:23]=[C:22]([S:34][CH2:35][CH3:36])[N:21]2[CH:37]=[C:18]([CH2:17][N:1]3[CH2:6][CH2:5][O:4][CH2:3][CH2:2]3)[N:19]=[C:20]2[CH:25]=1, predict the reactants needed to synthesize it. The reactants are: [NH:1]1[CH2:6][CH2:5][O:4][CH2:3][CH2:2]1.C(N(CC)CC)C.[I-].[K+].Cl[CH2:17][C:18]1[N:19]=[C:20]2[CH:25]=[C:24]([C:26]3[CH:31]=[CH:30][C:29]([Cl:32])=[CH:28][C:27]=3[Cl:33])[N:23]=[C:22]([S:34][CH2:35][CH3:36])[N:21]2[CH:37]=1.